This data is from Full USPTO retrosynthesis dataset with 1.9M reactions from patents (1976-2016). The task is: Predict the reactants needed to synthesize the given product. (1) The reactants are: Br[C:2]1[CH:3]=[C:4]2[C:8](=[C:9]([C:11]([NH2:13])=[O:12])[CH:10]=1)[NH:7][CH:6]=[C:5]2[CH:14]1[CH2:19][CH2:18][S:17](=[O:21])(=[O:20])[C:16]([CH3:23])([CH3:22])[CH2:15]1.[O:24]1[CH2:29][CH2:28]O[CH2:26][CH2:25]1.O1C=CC(B(O)O)=C1.C([O-])([O-])=O.[K+].[K+]. Given the product [CH3:22][C:16]1([CH3:23])[CH2:15][CH:14]([C:5]2[C:4]3[C:8](=[C:9]([C:11]([NH2:13])=[O:12])[CH:10]=[C:2]([C:26]4[CH:28]=[CH:29][O:24][CH:25]=4)[CH:3]=3)[NH:7][CH:6]=2)[CH2:19][CH2:18][S:17]1(=[O:21])=[O:20], predict the reactants needed to synthesize it. (2) Given the product [CH3:37][N:38]([CH3:43])[C:39](=[O:42])[CH2:40][N:25]1[CH2:26][CH2:27][CH:22]([C:20]2[CH:19]=[CH:18][C:15]3[C:16]4[N:10]([CH:9]=[C:8]([C:6]([N:5]([CH2:4][CH2:3][OH:2])[CH:28]([CH3:30])[CH3:29])=[O:7])[N:17]=4)[CH2:11][CH2:12][O:13][C:14]=3[CH:21]=2)[CH2:23][CH2:24]1, predict the reactants needed to synthesize it. The reactants are: Cl.[OH:2][CH2:3][CH2:4][N:5]([CH:28]([CH3:30])[CH3:29])[C:6]([C:8]1[N:17]=[C:16]2[N:10]([CH2:11][CH2:12][O:13][C:14]3[CH:21]=[C:20]([CH:22]4[CH2:27][CH2:26][NH:25][CH2:24][CH2:23]4)[CH:19]=[CH:18][C:15]=32)[CH:9]=1)=[O:7].C(=O)([O-])[O-].[K+].[K+].[CH3:37][N:38]([CH3:43])[C:39](=[O:42])[CH2:40]Cl. (3) Given the product [Cl:1][C:2]1[CH:10]=[CH:9][C:5]([C:6]([NH2:25])=[O:7])=[CH:4][C:3]=1[I:11], predict the reactants needed to synthesize it. The reactants are: [Cl:1][C:2]1[CH:10]=[CH:9][C:5]([C:6](O)=[O:7])=[CH:4][C:3]=1[I:11].S(Cl)(Cl)=O.O1CCOCC1.C([N:25](C(C)C)CC)(C)C. (4) Given the product [NH2:1][C:2]1[C:3]([F:23])=[CH:4][C:5]([Cl:22])=[C:6]([C:8]2[C:9](=[O:21])[N:10]([CH2:19][CH3:20])[C:11]3[C:16]([CH:17]=2)=[CH:15][N:14]=[C:13]([NH:31][CH2:27][CH2:26][N:25]([CH3:29])[CH3:24])[CH:12]=3)[CH:7]=1, predict the reactants needed to synthesize it. The reactants are: [NH2:1][C:2]1[C:3]([F:23])=[CH:4][C:5]([Cl:22])=[C:6]([C:8]2[C:9](=[O:21])[N:10]([CH2:19][CH3:20])[C:11]3[C:16]([CH:17]=2)=[CH:15][N:14]=[C:13](Cl)[CH:12]=3)[CH:7]=1.[CH3:24][N:25]([CH3:29])[CH:26](N)[CH3:27].C[N:31](C=O)C. (5) Given the product [CH2:1]([N:5]1[CH2:10][CH2:9][N:8]([C:11]([C:13]2[CH:20]=[CH:19][C:16]([CH2:17][N:25]3[CH2:26][CH2:27][CH2:28][CH:23]([C:22]([F:30])([F:29])[F:21])[CH2:24]3)=[CH:15][CH:14]=2)=[O:12])[CH2:7][CH2:6]1)[CH2:2][CH2:3][CH3:4], predict the reactants needed to synthesize it. The reactants are: [CH2:1]([N:5]1[CH2:10][CH2:9][N:8]([C:11]([C:13]2[CH:20]=[CH:19][C:16]([CH:17]=O)=[CH:15][CH:14]=2)=[O:12])[CH2:7][CH2:6]1)[CH2:2][CH2:3][CH3:4].[F:21][C:22]([F:30])([F:29])[CH:23]1[CH2:28][CH2:27][CH2:26][NH:25][CH2:24]1. (6) Given the product [Cl:1][C:2]1[S:6][C:5]([C:7]([NH:9][C:10]2[CH:15]=[CH:14][N:13]=[CH:12][C:11]=2[C:16]([OH:18])=[O:17])=[O:8])=[CH:4][CH:3]=1, predict the reactants needed to synthesize it. The reactants are: [Cl:1][C:2]1[S:6][C:5]([C:7]([NH:9][C:10]2[CH:15]=[CH:14][N:13]=[CH:12][C:11]=2[C:16]([O:18]C)=[O:17])=[O:8])=[CH:4][CH:3]=1.O.[OH-].[Li+]. (7) Given the product [F:28][C:2]([F:27])([F:1])[C:3]1[N:8]=[CH:7][C:6]([C@H:9]([NH:12][C:13]([C:15]2[CH:16]=[C:17]([C:24]([N:54]3[CH2:55][CH2:56][CH2:57][C@@H:53]3[C:52]([F:59])([F:58])[F:51])=[O:25])[N:18]3[CH2:23][CH2:22][O:21][CH2:20][C:19]=23)=[O:14])[CH2:10][CH3:11])=[CH:5][CH:4]=1, predict the reactants needed to synthesize it. The reactants are: [F:1][C:2]([F:28])([F:27])[C:3]1[N:8]=[CH:7][C:6]([C@H:9]([NH:12][C:13]([C:15]2[CH:16]=[C:17]([C:24](O)=[O:25])[N:18]3[CH2:23][CH2:22][O:21][CH2:20][C:19]=23)=[O:14])[CH2:10][CH3:11])=[CH:5][CH:4]=1.ON1C2C=CC=CC=2N=N1.Cl.C(N=C=NCCCN(C)C)C.[F:51][C:52]([F:59])([F:58])[C@H:53]1[CH2:57][CH2:56][CH2:55][NH:54]1.C(N(CC)CC)C.